Dataset: Peptide-MHC class I binding affinity with 185,985 pairs from IEDB/IMGT. Task: Regression. Given a peptide amino acid sequence and an MHC pseudo amino acid sequence, predict their binding affinity value. This is MHC class I binding data. (1) The peptide sequence is ILSLPRIAL. The MHC is HLA-B15:01 with pseudo-sequence HLA-B15:01. The binding affinity (normalized) is 0.146. (2) The peptide sequence is AEWDRVHPV. The MHC is HLA-A02:02 with pseudo-sequence HLA-A02:02. The binding affinity (normalized) is 0.0288.